Dataset: Reaction yield outcomes from USPTO patents with 853,638 reactions. Task: Predict the reaction yield, written as a fraction of the theoretical maximum amount of product (1.0 means a 100% yield; for example, 0.34 means a 34% yield). (1) The reactants are [Cl:1][C:2]1[CH:3]=[C:4]([C:20]2[CH:25]=[CH:24][CH:23]=[CH:22][C:21]=2[C:26]#[N:27])[CH:5]=[CH:6][C:7]=1[CH2:8][CH:9]([C:15](=O)[CH2:16][CH2:17][CH3:18])[C:10](OCC)=[O:11].Cl.[C:29](=[NH:32])([NH2:31])[CH3:30].C[O-].[Na+]. The catalyst is CO. The product is [Cl:1][C:2]1[CH:3]=[C:4]([C:20]2[C:21]([C:26]#[N:27])=[CH:22][CH:23]=[CH:24][CH:25]=2)[CH:5]=[CH:6][C:7]=1[CH2:8][C:9]1[C:10](=[O:11])[NH:32][C:29]([CH3:30])=[N:31][C:15]=1[CH2:16][CH2:17][CH3:18]. The yield is 0.730. (2) The reactants are [Cl:1][C:2]1[N:7]2[N:8]=[C:9]([C:13]3[CH:18]=[CH:17][C:16]([O:19][CH3:20])=[CH:15][CH:14]=3)[C:10]([CH:11]=[O:12])=[C:6]2[CH:5]=[CH:4][CH:3]=1.[C:21]([Mg]Br)#[CH:22]. No catalyst specified. The product is [Cl:1][C:2]1[N:7]2[N:8]=[C:9]([C:13]3[CH:18]=[CH:17][C:16]([O:19][CH3:20])=[CH:15][CH:14]=3)[C:10]([CH:11]([OH:12])[C:21]#[CH:22])=[C:6]2[CH:5]=[CH:4][CH:3]=1. The yield is 0.940. (3) The reactants are Br[CH2:2][CH2:3][CH2:4][OH:5].[CH3:6][N:7]1[CH2:12][CH2:11][NH:10][CH2:9][CH2:8]1.C(=O)([O-])[O-].[K+].[K+]. The catalyst is C(O)C. The product is [OH:5][CH2:4][CH2:3][CH2:2][N:10]1[CH2:11][CH2:12][N:7]([CH3:6])[CH2:8][CH2:9]1. The yield is 0.530. (4) The reactants are [Cl:1][C:2]1[C:11]([N+:12]([O-])=O)=[CH:10][CH:9]=[CH:8][C:3]=1[C:4]([O:6][CH3:7])=[O:5].[Cl-].[NH4+]. The catalyst is CO.[Zn]. The product is [NH2:12][C:11]1[C:2]([Cl:1])=[C:3]([CH:8]=[CH:9][CH:10]=1)[C:4]([O:6][CH3:7])=[O:5]. The yield is 0.990.